This data is from Catalyst prediction with 721,799 reactions and 888 catalyst types from USPTO. The task is: Predict which catalyst facilitates the given reaction. (1) Reactant: [CH:1]([C:3]1[N:7]([CH3:8])[C:6]([C:9]([O:11][CH3:12])=[O:10])=[CH:5][CH:4]=1)=[O:2].[BH4-].[Na+].[Cl-].[NH4+]. Product: [OH:2][CH2:1][C:3]1[N:7]([CH3:8])[C:6]([C:9]([O:11][CH3:12])=[O:10])=[CH:5][CH:4]=1. The catalyst class is: 1. (2) Reactant: [CH3:1][O:2][C:3]1[N:8]=[C:7]([NH2:9])[CH:6]=[CH:5][N:4]=1.Br[C:11]1[C:12](=[O:19])[N:13]([CH3:18])[CH:14]=[C:15]([Br:17])[CH:16]=1.C(=O)([O-])[O-].[Cs+].[Cs+].CC1(C)C2C(=C(P(C3C=CC=CC=3)C3C=CC=CC=3)C=CC=2)OC2C(P(C3C=CC=CC=3)C3C=CC=CC=3)=CC=CC1=2. Product: [Br:17][C:15]1[CH:16]=[C:11]([NH:9][C:7]2[CH:6]=[CH:5][N:4]=[C:3]([O:2][CH3:1])[N:8]=2)[C:12](=[O:19])[N:13]([CH3:18])[CH:14]=1. The catalyst class is: 102. (3) Reactant: [F:1][C:2]1[CH:17]=[CH:16][CH:15]=[CH:14][C:3]=1[C:4]([NH:6][NH:7][C:8]([NH:10][CH:11]1[CH2:13][CH2:12]1)=[O:9])=O.Cl. Product: [CH:11]1([N:10]2[C:4]([C:3]3[CH:14]=[CH:15][CH:16]=[CH:17][C:2]=3[F:1])=[N:6][NH:7][C:8]2=[O:9])[CH2:13][CH2:12]1. The catalyst class is: 74. (4) Reactant: [O:1]1[CH2:6][CH2:5][N:4]([CH2:7][CH2:8][OH:9])[CH2:3][CH2:2]1.[H-].[Na+].F[C:13]1[CH:20]=[CH:19][C:18]([N+:21]([O-:23])=[O:22])=[CH:17][C:14]=1[C:15]#[N:16]. Product: [O:1]1[CH2:6][CH2:5][N:4]([CH2:7][CH2:8][O:9][C:13]2[CH:20]=[CH:19][C:18]([N+:21]([O-:23])=[O:22])=[CH:17][C:14]=2[C:15]#[N:16])[CH2:3][CH2:2]1. The catalyst class is: 37. (5) Reactant: [Cl:1][C:2]1[CH:3]=[CH:4][C:5]([CH2:8][O:9][C:10]2[CH:15]=[CH:14][N:13]([C:16]3[CH:17]=[N:18][C:19](F)=[CH:20][CH:21]=3)[C:12](=[O:23])[CH:11]=2)=[N:6][CH:7]=1.[N:24]1([CH:29]2[CH2:34][CH2:33][NH:32][CH2:31][CH2:30]2)[CH2:28][CH2:27][CH2:26][CH2:25]1.C([O-])([O-])=O.[K+].[K+]. Product: [Cl:1][C:2]1[CH:3]=[CH:4][C:5]([CH2:8][O:9][C:10]2[CH:15]=[CH:14][N:13]([C:16]3[CH:17]=[N:18][C:19]([N:32]4[CH2:33][CH2:34][CH:29]([N:24]5[CH2:28][CH2:27][CH2:26][CH2:25]5)[CH2:30][CH2:31]4)=[CH:20][CH:21]=3)[C:12](=[O:23])[CH:11]=2)=[N:6][CH:7]=1. The catalyst class is: 3. (6) Reactant: [CH3:1][O:2][C:3](=[O:12])[C:4]1[CH:9]=[CH:8][C:7]([CH2:10][OH:11])=[CH:6][CH:5]=1.B(F)(F)F.[CH3:17][CH2:18][O:19]CC.C(OCC)(=O)C. Product: [CH3:1][O:2][C:3](=[O:12])[C:4]1[CH:9]=[CH:8][C:7]([CH2:10][O:11][CH2:17][CH2:18][OH:19])=[CH:6][CH:5]=1. The catalyst class is: 4. (7) Reactant: [C:1]([O:5][C:6]([NH:8][C@H:9]1[CH2:14][CH2:13][C@H:12]([N:15]([CH2:34][CH3:35])[C:16]2[C:17]([CH3:33])=[C:18]([C:29]([O:31][CH3:32])=[O:30])[CH:19]=[C:20]([C:22]3[CH:27]=[CH:26][C:25]([OH:28])=[CH:24][CH:23]=3)[CH:21]=2)[CH2:11][CH2:10]1)=[O:7])([CH3:4])([CH3:3])[CH3:2].Br[CH2:37][CH2:38][O:39][CH3:40].C([O-])([O-])=O.[Cs+].[Cs+].O. Product: [C:1]([O:5][C:6]([NH:8][C@H:9]1[CH2:14][CH2:13][C@H:12]([N:15]([CH2:34][CH3:35])[C:16]2[C:17]([CH3:33])=[C:18]([C:29]([O:31][CH3:32])=[O:30])[CH:19]=[C:20]([C:22]3[CH:23]=[CH:24][C:25]([O:28][CH2:37][CH2:38][O:39][CH3:40])=[CH:26][CH:27]=3)[CH:21]=2)[CH2:11][CH2:10]1)=[O:7])([CH3:4])([CH3:3])[CH3:2]. The catalyst class is: 10. (8) Reactant: [C:1]([O:5][C:6]([N:8]1[CH2:13][CH2:12][C:11]([NH:18][C:19]2[CH:24]=[CH:23][CH:22]=[C:21]([NH:25][C:26]([C:39]3[CH:44]=[CH:43][CH:42]=[CH:41][CH:40]=3)([C:33]3[CH:38]=[CH:37][CH:36]=[CH:35][CH:34]=3)[C:27]3[CH:32]=[CH:31][CH:30]=[CH:29][CH:28]=3)[CH:20]=2)([C:14]([O:16][CH3:17])=[O:15])[CH2:10][CH2:9]1)=[O:7])([CH3:4])([CH3:3])[CH3:2].C(N(CC)CC)C.[O:52]1[CH:56]=[CH:55][CH:54]=[C:53]1[C:57](Cl)=[O:58]. Product: [C:1]([O:5][C:6]([N:8]1[CH2:9][CH2:10][C:11]([N:18]([C:19]2[CH:24]=[CH:23][CH:22]=[C:21]([NH:25][C:26]([C:33]3[CH:38]=[CH:37][CH:36]=[CH:35][CH:34]=3)([C:27]3[CH:28]=[CH:29][CH:30]=[CH:31][CH:32]=3)[C:39]3[CH:44]=[CH:43][CH:42]=[CH:41][CH:40]=3)[CH:20]=2)[C:57]([C:53]2[O:52][CH:56]=[CH:55][CH:54]=2)=[O:58])([C:14]([O:16][CH3:17])=[O:15])[CH2:12][CH2:13]1)=[O:7])([CH3:4])([CH3:2])[CH3:3]. The catalyst class is: 11.